Dataset: Peptide-MHC class II binding affinity with 134,281 pairs from IEDB. Task: Regression. Given a peptide amino acid sequence and an MHC pseudo amino acid sequence, predict their binding affinity value. This is MHC class II binding data. (1) The peptide sequence is ECQVQTAVDFGNSYI. The MHC is DRB1_0701 with pseudo-sequence DRB1_0701. The binding affinity (normalized) is 0.175. (2) The peptide sequence is GTLHDKKSMGDDHFW. The MHC is DRB4_0101 with pseudo-sequence DRB4_0103. The binding affinity (normalized) is 0.0461. (3) The peptide sequence is IIYPGTLWCGHGNKSSGP. The MHC is DRB3_0101 with pseudo-sequence DRB3_0101. The binding affinity (normalized) is 0. (4) The peptide sequence is TVLFGVSRSMGIGSQ. The MHC is HLA-DQA10401-DQB10402 with pseudo-sequence HLA-DQA10401-DQB10402. The binding affinity (normalized) is 0.262.